From a dataset of NCI-60 drug combinations with 297,098 pairs across 59 cell lines. Regression. Given two drug SMILES strings and cell line genomic features, predict the synergy score measuring deviation from expected non-interaction effect. (1) Drug 1: C1CCC(C1)C(CC#N)N2C=C(C=N2)C3=C4C=CNC4=NC=N3. Drug 2: CC12CCC3C(C1CCC2O)C(CC4=C3C=CC(=C4)O)CCCCCCCCCS(=O)CCCC(C(F)(F)F)(F)F. Cell line: MDA-MB-231. Synergy scores: CSS=3.24, Synergy_ZIP=-2.95, Synergy_Bliss=-1.78, Synergy_Loewe=-1.81, Synergy_HSA=-1.47. (2) Drug 1: C1=CC(=CC=C1CCC2=CNC3=C2C(=O)NC(=N3)N)C(=O)NC(CCC(=O)O)C(=O)O. Drug 2: CN(C)C1=NC(=NC(=N1)N(C)C)N(C)C. Cell line: SR. Synergy scores: CSS=50.6, Synergy_ZIP=2.92, Synergy_Bliss=3.17, Synergy_Loewe=-4.13, Synergy_HSA=5.66. (3) Drug 1: CC1=CC2C(CCC3(C2CCC3(C(=O)C)OC(=O)C)C)C4(C1=CC(=O)CC4)C. Drug 2: C1CNP(=O)(OC1)N(CCCl)CCCl. Cell line: MDA-MB-231. Synergy scores: CSS=-21.2, Synergy_ZIP=5.69, Synergy_Bliss=-19.6, Synergy_Loewe=-31.1, Synergy_HSA=-30.8. (4) Drug 1: C1=C(C(=O)NC(=O)N1)N(CCCl)CCCl. Drug 2: CC1CCC2CC(C(=CC=CC=CC(CC(C(=O)C(C(C(=CC(C(=O)CC(OC(=O)C3CCCCN3C(=O)C(=O)C1(O2)O)C(C)CC4CCC(C(C4)OC)O)C)C)O)OC)C)C)C)OC. Cell line: MOLT-4. Synergy scores: CSS=75.7, Synergy_ZIP=3.89, Synergy_Bliss=3.50, Synergy_Loewe=7.20, Synergy_HSA=8.62.